From a dataset of Full USPTO retrosynthesis dataset with 1.9M reactions from patents (1976-2016). Predict the reactants needed to synthesize the given product. The reactants are: [Cl-].[Cl-].[Cl-].[Ce+3].[CH3:5][C:6]([CH3:13])([C:8](=[O:12])[CH2:9][CH2:10][CH3:11])[CH3:7].[CH3:14][CH:15]([OH:18])[C:16]#[CH:17].C([Mg]Cl)C.[Cl-].[Cl-].[Cl-].[Ce+3].CC(C)(C(=O)CCC)C.Cl. Given the product [C:6]([C:8]([OH:12])([CH2:9][CH2:10][CH3:11])[C:17]#[C:16][CH:15]([OH:18])[CH3:14])([CH3:13])([CH3:7])[CH3:5], predict the reactants needed to synthesize it.